From a dataset of Forward reaction prediction with 1.9M reactions from USPTO patents (1976-2016). Predict the product of the given reaction. (1) Given the reactants CCN(C(C)C)C(C)C.[CH3:10][N:11]1[C:15]([C:16]2[C:25]3[C:20](=[CH:21][CH:22]=[CH:23][CH:24]=3)[C:19]([N:26]3[CH2:31][CH2:30][CH:29]([NH2:32])[CH2:28][CH2:27]3)=[N:18][N:17]=2)=[CH:14][CH:13]=[N:12]1.[F:33][C:34]1[CH:39]=[CH:38][C:37]([N:40]=[C:41]=[O:42])=[C:36]([C:43]([F:46])([F:45])[F:44])[CH:35]=1, predict the reaction product. The product is: [F:33][C:34]1[CH:39]=[CH:38][C:37]([NH:40][C:41]([NH:32][CH:29]2[CH2:30][CH2:31][N:26]([C:19]3[C:20]4[C:25](=[CH:24][CH:23]=[CH:22][CH:21]=4)[C:16]([C:15]4[N:11]([CH3:10])[N:12]=[CH:13][CH:14]=4)=[N:17][N:18]=3)[CH2:27][CH2:28]2)=[O:42])=[C:36]([C:43]([F:44])([F:45])[F:46])[CH:35]=1. (2) Given the reactants C([O:9][CH2:10][C@@H:11]1[CH2:15][C@@H:14]([CH2:16][C:17]([CH3:19])=[CH2:18])[C@H:13]([N:20]2[C:24]3[N:25]=[C:26]([NH2:30])[NH:27][C:28](=[O:29])[C:23]=3[S:22][C:21]2=[O:31])[O:12]1)(=O)C1C=CC=CC=1.C([O-])([O-])=O.[K+].[K+], predict the reaction product. The product is: [NH2:30][C:26]1[NH:27][C:28](=[O:29])[C:23]2[S:22][C:21](=[O:31])[N:20]([C@H:13]3[C@H:14]([CH2:16][C:17]([CH3:19])=[CH2:18])[CH2:15][C@@H:11]([CH2:10][OH:9])[O:12]3)[C:24]=2[N:25]=1.